From a dataset of Reaction yield outcomes from USPTO patents with 853,638 reactions. Predict the reaction yield, written as a fraction of the theoretical maximum amount of product (1.0 means a 100% yield; for example, 0.34 means a 34% yield). (1) The reactants are C[O:2][C:3]1[CH:4]=[C:5]2[C:9](=[CH:10][C:11]=1[C:12]([F:15])([F:14])[F:13])[N:8]([CH3:16])[CH:7]=[C:6]2[CH3:17].B(Br)(Br)Br. The catalyst is C(Cl)Cl. The product is [CH3:16][N:8]1[C:9]2[C:5](=[CH:4][C:3]([OH:2])=[C:11]([C:12]([F:13])([F:14])[F:15])[CH:10]=2)[C:6]([CH3:17])=[CH:7]1. The yield is 0.750. (2) The reactants are [N:1]1[CH:6]=[CH:5][CH:4]=[C:3]([CH2:7][NH:8][S:9]([C:12]2[CH:13]=[C:14]([CH:18]=[CH:19][C:20]([OH:22])=O)[CH:15]=[CH:16][CH:17]=2)(=[O:11])=[O:10])[CH:2]=1.[Cl:23]CCl. The catalyst is CN(C)C=O. The product is [N:1]1[CH:6]=[CH:5][CH:4]=[C:3]([CH2:7][NH:8][S:9]([C:12]2[CH:13]=[C:14]([CH:18]=[CH:19][C:20]([Cl:23])=[O:22])[CH:15]=[CH:16][CH:17]=2)(=[O:11])=[O:10])[CH:2]=1. The yield is 0.980.